The task is: Predict the reaction yield, written as a fraction of the theoretical maximum amount of product (1.0 means a 100% yield; for example, 0.34 means a 34% yield).. This data is from Reaction yield outcomes from USPTO patents with 853,638 reactions. (1) The reactants are [CH2:1]([O:8][C:9](=[O:24])[NH:10][C@H:11]1[CH2:14][N:13](C2C=CC(OC)=CC=2)[C:12]1=[O:23])[C:2]1[CH:7]=[CH:6][CH:5]=[CH:4][CH:3]=1.O=[N+]([O-])[O-].[O-][N+](=O)[O-].[O-][N+](=O)[O-].[O-][N+](=O)[O-].[O-][N+](=O)[O-].[O-][N+](=O)[O-].[Ce+4].[NH4+].[NH4+].C([O-])(O)=O.[Na+].CCOC(C)=O. The catalyst is CC#N.O. The product is [CH2:1]([O:8][C:9](=[O:24])[NH:10][C@H:11]1[CH2:14][NH:13][C:12]1=[O:23])[C:2]1[CH:3]=[CH:4][CH:5]=[CH:6][CH:7]=1. The yield is 0.800. (2) The reactants are [F:1][C:2]([F:23])([F:22])[O:3][C:4]1[CH:9]=[CH:8][C:7]([N:10]2[CH:14]=[N:13][C:12]([C:15]3[CH:21]=[CH:20][C:18]([NH2:19])=[CH:17][CH:16]=3)=[N:11]2)=[CH:6][CH:5]=1.[C:24](OC(C)(C)C)(=[O:29])[CH2:25][C:26]([CH3:28])=[O:27]. The catalyst is C1(C)C=CC=CC=1. The product is [O:27]=[C:26]([CH3:28])[CH2:25][C:24]([NH:19][C:18]1[CH:20]=[CH:21][C:15]([C:12]2[N:13]=[CH:14][N:10]([C:7]3[CH:6]=[CH:5][C:4]([O:3][C:2]([F:1])([F:22])[F:23])=[CH:9][CH:8]=3)[N:11]=2)=[CH:16][CH:17]=1)=[O:29]. The yield is 0.890. (3) The reactants are [NH2:1][C:2]1[N:7]=[CH:6][N:5]=[C:4]2[N:8]([CH:12]([C:14]3[O:15][C:16](=[O:39])[C:17]4[C:22]([C:23]=3[C:24]3[CH:29]=[CH:28][CH:27]=[C:26]([CH:30]5[O:34][C:33]([CH3:36])([CH3:35])[C:32]([CH3:38])([CH3:37])[O:31]5)[CH:25]=3)=[CH:21][CH:20]=[CH:19][CH:18]=4)[CH3:13])[N:9]=[C:10](I)[C:3]=12.[F:40][C:41]1[CH:42]=[C:43](B(O)O)[CH:44]=[C:45]([OH:47])[CH:46]=1.C([O-])([O-])=O.[K+].[K+]. The catalyst is O1CCOCC1.C(Cl)Cl.C1C=CC(P(C2C=CC=CC=2)[C-]2C=CC=C2)=CC=1.C1C=CC(P(C2C=CC=CC=2)[C-]2C=CC=C2)=CC=1.Cl[Pd]Cl.[Fe+2]. The product is [NH2:1][C:2]1[N:7]=[CH:6][N:5]=[C:4]2[N:8]([CH:12]([C:14]3[O:15][C:16](=[O:39])[C:17]4[C:22]([C:23]=3[C:24]3[CH:29]=[CH:28][CH:27]=[C:26]([CH:30]5[O:34][C:33]([CH3:36])([CH3:35])[C:32]([CH3:38])([CH3:37])[O:31]5)[CH:25]=3)=[CH:21][CH:20]=[CH:19][CH:18]=4)[CH3:13])[N:9]=[C:10]([C:43]3[CH:44]=[C:45]([OH:47])[CH:46]=[C:41]([F:40])[CH:42]=3)[C:3]=12. The yield is 0.737.